Dataset: Full USPTO retrosynthesis dataset with 1.9M reactions from patents (1976-2016). Task: Predict the reactants needed to synthesize the given product. (1) Given the product [CH2:3]([C:8]12[CH2:15][CH2:14][C:11]([C:16]([NH:1][NH2:2])=[O:18])([CH2:12][CH2:13]1)[CH2:10][CH2:9]2)[CH2:4][CH2:5][CH2:6][CH3:7], predict the reactants needed to synthesize it. The reactants are: [NH2:1][NH2:2].[CH2:3]([C:8]12[CH2:15][CH2:14][C:11]([C:16]([O:18]C)=O)([CH2:12][CH2:13]1)[CH2:10][CH2:9]2)[CH2:4][CH2:5][CH2:6][CH3:7].O. (2) Given the product [CH2:35]([N:36]([CH3:37])[C:6]([C:5]1[S:1][C:2]([C:16](=[O:21])[C:17]([F:18])([F:19])[F:20])=[N:3][CH:4]=1)=[O:8])[C:28]1[CH:27]=[CH:26][CH:25]=[CH:24][CH:29]=1, predict the reactants needed to synthesize it. The reactants are: [S:1]1[C:5]([C:6]([OH:8])=O)=[CH:4][N:3]=[CH:2]1.[Li]CCCC.CN(OC)[C:16](=[O:21])[C:17]([F:20])([F:19])[F:18].[CH:24]1[CH:25]=[CH:26][C:27]2N(O)N=N[C:28]=2[CH:29]=1.C[CH2:35][N:36]=[C:37]=NCCCN(C)C.C(CN)C1C=CC=CC=1. (3) Given the product [ClH:1].[ClH:1].[F:21][C:22]1[C:27]([F:28])=[CH:26][CH:25]=[CH:24][C:23]=1[C:2]1[CH:7]=[CH:6][N:5]=[C:4]([N:8]2[CH2:9][CH2:10][NH:11][CH2:12][CH2:13]2)[N:3]=1, predict the reactants needed to synthesize it. The reactants are: [Cl:1][C:2]1[CH:7]=[CH:6][N:5]=[C:4]([N:8]2[CH2:13][CH2:12][N:11](C(OC(C)(C)C)=O)[CH2:10][CH2:9]2)[N:3]=1.[F:21][C:22]1[C:27]([F:28])=[CH:26][CH:25]=[CH:24][C:23]=1B(O)O. (4) Given the product [Si:3]([O:10][CH2:11][CH2:12][NH:13][C:14]1[CH:15]=[CH:16][C:17]([N:20]2[CH2:25][CH2:24][C:23]3[C:26]([C:37]([OH:39])=[O:38])=[N:27][N:28]([C:29]4[CH:34]=[CH:33][C:32]([O:35][CH3:36])=[CH:31][CH:30]=4)[C:22]=3[C:21]2=[O:42])=[CH:18][CH:19]=1)([C:6]([CH3:9])([CH3:7])[CH3:8])([CH3:4])[CH3:5], predict the reactants needed to synthesize it. The reactants are: [OH-].[Li+].[Si:3]([O:10][CH2:11][CH2:12][NH:13][C:14]1[CH:19]=[CH:18][C:17]([N:20]2[CH2:25][CH2:24][C:23]3[C:26]([C:37]([O:39]CC)=[O:38])=[N:27][N:28]([C:29]4[CH:34]=[CH:33][C:32]([O:35][CH3:36])=[CH:31][CH:30]=4)[C:22]=3[C:21]2=[O:42])=[CH:16][CH:15]=1)([C:6]([CH3:9])([CH3:8])[CH3:7])([CH3:5])[CH3:4].O1CCCC1.O.Cl. (5) The reactants are: [Na].[CH2:2]([NH:9][C:10]([NH2:12])=[O:11])[C:3]1[CH:8]=[CH:7][CH:6]=[CH:5][CH:4]=1.[C:13]([O:19]C(CC)CC)(=O)[CH2:14][C:15]([O-:17])=O.[CH2:25](O)C. Given the product [CH2:2]([N:9]1[C:13](=[O:19])[CH:14]([CH3:25])[C:15](=[O:17])[NH:12][C:10]1=[O:11])[C:3]1[CH:8]=[CH:7][CH:6]=[CH:5][CH:4]=1, predict the reactants needed to synthesize it.